Binary Classification. Given a miRNA mature sequence and a target amino acid sequence, predict their likelihood of interaction. From a dataset of Experimentally validated miRNA-target interactions with 360,000+ pairs, plus equal number of negative samples. (1) The miRNA is hsa-miR-6731-3p with sequence UCUAUUCCCCACUCUCCCCAG. The protein sequence of the target gene is MWRLVPLKLGRLSRALKLAALGSLLVLMLLHSPSLLASWQRNELADRRFLQLNKCPACFGTSWCRRFLNGQVGFETWGRLRLLDFLNVKNVYFAQYGEPREGGRRRVVLKRLGSQRELAQLDQSICKRATGRPRCDLLQAMPRTEFARLNGDVRLLTPEAVEGWSDLVHCPSQRLLDRLVRRYAETKDSGSFLLRNLKDSERMQLLLTLAFNPEPLVLQSFPSDEGWPFAKYLGACGRMVAVNYVGEELWSYFNAPWEKRVDLAWQLMEIAEQLTNNDFEFALYLLDVSFDNFAVGPRDG.... Result: 0 (no interaction). (2) The miRNA is hsa-miR-4732-5p with sequence UGUAGAGCAGGGAGCAGGAAGCU. The protein sequence of the target gene is MADERKDEGKAPHWTSASLTEAAAHPHSPEMKDQGGSGEGLSRSANGFPYREEEEGAFGEHGSQGTYSDTKENGINGELTSADRETAEEVSARIVQVVTAEAVAVLKGEQEKEAQHKDQPAALPLAAEETVNLPPSPPPSPASEQTAALEEDLLTASKMEFPEQQKLPSSFAEPLDKEETEFKMQSKPGEDFEHAALVPQPDTSKTPQDKKDPQDMEGEKSPASPFAQTFGTNLEDIKQITEPSITVPSIGLSAEPLAPKDQKDWFIEMPVESKKDEWGLAAPISPGPLTPMREKDVLED.... Result: 0 (no interaction). (3) The miRNA is hsa-miR-26b-5p with sequence UUCAAGUAAUUCAGGAUAGGU. Result: 1 (interaction). The protein sequence of the target gene is MDGRVQLMKALLAGPLRPAARRWRNPIPFPETFDGDTDRLPEFIVQTSSYMFVDENTFSNDALKVTFLITRLTGPALQWVIPYIRKESPLLNDYRGFLAEMKRVFGWEEDEDF. (4) The miRNA is cel-miR-1821-3p with sequence UGAGGUCUUAUAGUUAGGUAGA. Result: 0 (no interaction). The protein sequence of the target gene is MVTPALQMKKPKQFCRRMGQKKQRPARAGQPHSSSDAAQAPAEQPHSSSDAAQAPCPRERCLGPPTTPGPYRSIYFSSPKGHLTRLGLEFFDQPAVPLARAFLGQVLVRRLPNGTELRGRIVETEAYLGPEDEAAHSRGGRQTPRNRGMFMKPGTLYVYIIYGMYFCMNISSQGDGACVLLRALEPLEGLETMRQLRSTLRKGTASRVLKDRELCSGPSKLCQALAINKSFDQRDLAQDEAVWLERGPLEPSEPAVVAAARVGVGHAGEWARKPLRFYVRGSPWVSVVDRVAEQDTQA. (5) The miRNA is hsa-miR-29c-3p with sequence UAGCACCAUUUGAAAUCGGUUA. The protein sequence of the target gene is MRPQQAPVSGKVFIQRDYSSGTRCQFQTKFPAELENRIDRQQFEETVRTLNNLYAEAEKLGGQSYLEGCLACLTAYTIFLCMETHYEKVLKKVSKYIQEQNEKIYAPQGLLLTDPIERGLRVIEITIYEDRGMSSGR. Result: 1 (interaction). (6) The miRNA is hsa-miR-875-5p with sequence UAUACCUCAGUUUUAUCAGGUG. The protein sequence of the target gene is MAWMLDCLFASAFEPRPRRVSVLGGAPGQNSDRSMDMVSIHSLSELERLKLQETAYHELVARHFLSEFKPDRALPTDRPNTLEKWFLMLRGQDRAASLKTFGIRLEEVLVNELTRRKQRELTPTMQVEDINGSTGRRRRGNVVQRMLGRMRRFFSRRRNEPTLPREFTRRGRRGAVSADSADELENGALLLQILQLSQLSSPIGQRLLGSKRKMSLNPIAQQIPQIVETCCKFIEKHGLSSVGIFTIEYSLRRVLELRELFDKGLDIVLDDSVNVHDVAELLKEFFREMKDPLLPDDLYM.... Result: 0 (no interaction). (7) The miRNA is mmu-miR-1190 with sequence UCAGCUGAGGUUCCCCUCUGUC. The protein sequence of the target gene is MSDDARDTIANGVGEDAAEMPNSDSPAEDAAEVQCGPATTSNEPAPDDHMEEQPEITAMCAESTPPGILDQSKASAADETPLNGEVTEDTLVECVDSVSLEGDTGSEIPLKEQDDAAVDPSSQAGRWAGWGSWGKSLLSSASATVGHGLTAVKEKAGATLRIHSANSASPEGAPTDAENGISGNVTPDQDPARGPHTPPPPGAAGSRGMLSALTNVVQNTGKSVLTGGLDALEFIGKKTMIVLAESDPGFKRTKTLMERTVSLSQMLREAKEKEKQRLAQQLTVERTAHYGMLFDEYQGL.... Result: 1 (interaction).